From a dataset of Reaction yield outcomes from USPTO patents with 853,638 reactions. Predict the reaction yield, written as a fraction of the theoretical maximum amount of product (1.0 means a 100% yield; for example, 0.34 means a 34% yield). (1) The reactants are [CH3:1][O:2][C:3]1[CH:4]=[C:5]([CH:16]=[CH:17][C:18]=1[O:19][CH3:20])[CH2:6][CH2:7][O:8][C@H:9]1[CH2:14][CH2:13][CH2:12][CH2:11][C@H:10]1[OH:15].N1C=CC=CC=1.[N+:27]([C:30]1[CH:35]=[CH:34][C:33]([S:36](Cl)(=[O:38])=[O:37])=[CH:32][CH:31]=1)([O-:29])=[O:28]. The catalyst is ClCCl. The product is [N+:27]([C:30]1[CH:31]=[CH:32][C:33]([S:36]([O:15][C@@H:10]2[CH2:11][CH2:12][CH2:13][CH2:14][C@@H:9]2[O:8][CH2:7][CH2:6][C:5]2[CH:16]=[CH:17][C:18]([O:19][CH3:20])=[C:3]([O:2][CH3:1])[CH:4]=2)(=[O:38])=[O:37])=[CH:34][CH:35]=1)([O-:29])=[O:28]. The yield is 0.720. (2) The reactants are FC(F)(F)C(O)=O.[NH2:8][C:9]1[N:17]=[CH:16][N:15]=[C:14]2[C:10]=1[N:11]=[CH:12][N:13]2[C@H:18]1[C@@H:22]2[O:23]C(C)(C)[O:25][C@@H:21]2[C@H:20]([CH2:28][N:29]([CH3:47])[CH2:30][CH2:31][CH2:32][NH:33][C:34]([NH:36][C:37]2[CH:42]=[CH:41][C:40]([C:43]([CH3:46])([CH3:45])[CH3:44])=[CH:39][CH:38]=2)=[O:35])[CH2:19]1.[ClH:48].CC#N. The catalyst is CO.O. The product is [ClH:48].[NH2:8][C:9]1[N:17]=[CH:16][N:15]=[C:14]2[C:10]=1[N:11]=[CH:12][N:13]2[C@@H:18]1[CH2:19][C@@H:20]([CH2:28][N:29]([CH3:47])[CH2:30][CH2:31][CH2:32][NH:33][C:34]([NH:36][C:37]2[CH:38]=[CH:39][C:40]([C:43]([CH3:45])([CH3:46])[CH3:44])=[CH:41][CH:42]=2)=[O:35])[C@@H:21]([OH:25])[C@H:22]1[OH:23]. The yield is 0.430.